Regression. Given two drug SMILES strings and cell line genomic features, predict the synergy score measuring deviation from expected non-interaction effect. From a dataset of NCI-60 drug combinations with 297,098 pairs across 59 cell lines. (1) Drug 1: CC1C(C(CC(O1)OC2CC(CC3=C2C(=C4C(=C3O)C(=O)C5=C(C4=O)C(=CC=C5)OC)O)(C(=O)CO)O)N)O.Cl. Drug 2: COCCOC1=C(C=C2C(=C1)C(=NC=N2)NC3=CC=CC(=C3)C#C)OCCOC.Cl. Cell line: NCI/ADR-RES. Synergy scores: CSS=-2.03, Synergy_ZIP=-0.139, Synergy_Bliss=-0.0288, Synergy_Loewe=-5.03, Synergy_HSA=-4.13. (2) Drug 1: CN(C)C1=NC(=NC(=N1)N(C)C)N(C)C. Drug 2: C1CN1P(=S)(N2CC2)N3CC3. Cell line: SF-295. Synergy scores: CSS=19.3, Synergy_ZIP=-7.66, Synergy_Bliss=-4.63, Synergy_Loewe=-3.83, Synergy_HSA=-3.87. (3) Drug 1: C(CCl)NC(=O)N(CCCl)N=O. Drug 2: B(C(CC(C)C)NC(=O)C(CC1=CC=CC=C1)NC(=O)C2=NC=CN=C2)(O)O. Cell line: MDA-MB-231. Synergy scores: CSS=49.9, Synergy_ZIP=-3.11, Synergy_Bliss=-3.14, Synergy_Loewe=-14.3, Synergy_HSA=-3.54. (4) Drug 1: CN1C(=O)N2C=NC(=C2N=N1)C(=O)N. Drug 2: CC(C)NC(=O)C1=CC=C(C=C1)CNNC.Cl. Cell line: A498. Synergy scores: CSS=-0.358, Synergy_ZIP=-1.88, Synergy_Bliss=-3.35, Synergy_Loewe=-2.39, Synergy_HSA=-1.77. (5) Drug 1: CC1CCC2CC(C(=CC=CC=CC(CC(C(=O)C(C(C(=CC(C(=O)CC(OC(=O)C3CCCCN3C(=O)C(=O)C1(O2)O)C(C)CC4CCC(C(C4)OC)OCCO)C)C)O)OC)C)C)C)OC. Drug 2: C1=NNC2=C1C(=O)NC=N2. Cell line: CCRF-CEM. Synergy scores: CSS=14.5, Synergy_ZIP=-5.03, Synergy_Bliss=-2.38, Synergy_Loewe=-12.4, Synergy_HSA=-3.07. (6) Drug 1: C1CCC(C1)C(CC#N)N2C=C(C=N2)C3=C4C=CNC4=NC=N3. Drug 2: CC1=C(C=C(C=C1)C(=O)NC2=CC(=CC(=C2)C(F)(F)F)N3C=C(N=C3)C)NC4=NC=CC(=N4)C5=CN=CC=C5. Cell line: MDA-MB-231. Synergy scores: CSS=8.51, Synergy_ZIP=-3.64, Synergy_Bliss=-3.31, Synergy_Loewe=-3.74, Synergy_HSA=-2.69.